Dataset: Catalyst prediction with 721,799 reactions and 888 catalyst types from USPTO. Task: Predict which catalyst facilitates the given reaction. (1) Reactant: [Br:1][C:2]1[C:3](Cl)=[C:4]2[C:10]([C:11]3[CH:16]=[CH:15][CH:14]=[CH:13][C:12]=3[CH2:17][OH:18])=[CH:9][NH:8][C:5]2=[N:6][CH:7]=1.[H-].[Na+]. Product: [Br:1][C:2]1[CH:7]=[N:6][C:5]2[NH:8][CH:9]=[C:10]3[C:4]=2[C:3]=1[O:18][CH2:17][C:12]1[CH:13]=[CH:14][CH:15]=[CH:16][C:11]3=1. The catalyst class is: 3. (2) Reactant: Br[C:2]1[CH:20]=[CH:19][C:5]2[N:6]=[C:7]([C@H:9]3[CH2:12][C@H:11]([N:13]4[CH2:18][CH2:17][CH2:16][CH2:15][CH2:14]4)[CH2:10]3)[S:8][C:4]=2[CH:3]=1.CC1(C)C2C(=C(P(C3C=CC=CC=3)C3C=CC=CC=3)C=CC=2)OC2C(P(C3C=CC=CC=3)C3C=CC=CC=3)=CC=CC1=2.[CH3:63][CH:64]1[CH2:68][CH2:67][NH:66][C:65]1=[O:69].[Al]. Product: [N:13]1([C@H:11]2[CH2:12][C@H:9]([C:7]3[S:8][C:4]4[CH:3]=[C:2]([N:66]5[CH2:67][CH2:68][CH:64]([CH3:63])[C:65]5=[O:69])[CH:20]=[CH:19][C:5]=4[N:6]=3)[CH2:10]2)[CH2:18][CH2:17][CH2:16][CH2:15][CH2:14]1. The catalyst class is: 110. (3) Reactant: [N+:1]([C:4]1[CH:9]=[CH:8][C:7]([C:10]2[O:14][N:13]=[CH:12][C:11]=2[C:15](OCC)=[O:16])=[CH:6][CH:5]=1)([O-:3])=[O:2].[H-].C([Al+]CC(C)C)C(C)C.Cl. Product: [N+:1]([C:4]1[CH:5]=[CH:6][C:7]([C:10]2[O:14][N:13]=[CH:12][C:11]=2[CH2:15][OH:16])=[CH:8][CH:9]=1)([O-:3])=[O:2]. The catalyst class is: 7. (4) Reactant: [CH2:1]([C:3]1[CH:8]=[CH:7][C:6]([F:9])=[CH:5][C:4]=1[C:10]([CH:12]1[CH2:17][CH2:16][N:15]([C:18]2[CH2:22][CH:21]([C:23]3[N:24]=[N:25][N:26]([CH2:28][C:29]([O:31][C:32]([CH3:35])([CH3:34])[CH3:33])=[O:30])[N:27]=3)[O:20][N:19]=2)[CH2:14][CH2:13]1)=[O:11])[CH3:2].C(=O)(O)[O-].[Na+].[N+]([O-])([O-])=O.[NH4+].[Ce].O. Product: [CH2:1]([C:3]1[CH:8]=[CH:7][C:6]([F:9])=[CH:5][C:4]=1[C:10]([CH:12]1[CH2:13][CH2:14][N:15]([C:18]2[CH:22]=[C:21]([C:23]3[N:24]=[N:25][N:26]([CH2:28][C:29]([O:31][C:32]([CH3:33])([CH3:35])[CH3:34])=[O:30])[N:27]=3)[O:20][N:19]=2)[CH2:16][CH2:17]1)=[O:11])[CH3:2]. The catalyst class is: 7.